Dataset: NCI-60 drug combinations with 297,098 pairs across 59 cell lines. Task: Regression. Given two drug SMILES strings and cell line genomic features, predict the synergy score measuring deviation from expected non-interaction effect. Drug 1: CN(C)C1=NC(=NC(=N1)N(C)C)N(C)C. Drug 2: C1CN(CCN1C(=O)CCBr)C(=O)CCBr. Cell line: HCT-15. Synergy scores: CSS=2.36, Synergy_ZIP=-3.11, Synergy_Bliss=2.60, Synergy_Loewe=-15.2, Synergy_HSA=-2.83.